Dataset: NCI-60 drug combinations with 297,098 pairs across 59 cell lines. Task: Regression. Given two drug SMILES strings and cell line genomic features, predict the synergy score measuring deviation from expected non-interaction effect. (1) Drug 1: CC1=C(C(CCC1)(C)C)C=CC(=CC=CC(=CC(=O)O)C)C. Drug 2: C1CN(CCN1C(=O)CCBr)C(=O)CCBr. Cell line: CCRF-CEM. Synergy scores: CSS=66.8, Synergy_ZIP=-1.07, Synergy_Bliss=-0.640, Synergy_Loewe=-5.45, Synergy_HSA=-1.54. (2) Drug 1: C1CCN(CC1)CCOC2=CC=C(C=C2)C(=O)C3=C(SC4=C3C=CC(=C4)O)C5=CC=C(C=C5)O. Drug 2: C1CC(=O)NC(=O)C1N2C(=O)C3=CC=CC=C3C2=O. Cell line: OVCAR-8. Synergy scores: CSS=7.82, Synergy_ZIP=0.846, Synergy_Bliss=1.89, Synergy_Loewe=2.02, Synergy_HSA=0.732. (3) Drug 1: CCC1(CC2CC(C3=C(CCN(C2)C1)C4=CC=CC=C4N3)(C5=C(C=C6C(=C5)C78CCN9C7C(C=CC9)(C(C(C8N6C)(C(=O)OC)O)OC(=O)C)CC)OC)C(=O)OC)O.OS(=O)(=O)O. Drug 2: C1=NNC2=C1C(=O)NC=N2. Cell line: HL-60(TB). Synergy scores: CSS=38.5, Synergy_ZIP=2.00, Synergy_Bliss=-1.66, Synergy_Loewe=-72.0, Synergy_HSA=-1.48. (4) Cell line: COLO 205. Drug 2: CC1CCC2CC(C(=CC=CC=CC(CC(C(=O)C(C(C(=CC(C(=O)CC(OC(=O)C3CCCCN3C(=O)C(=O)C1(O2)O)C(C)CC4CCC(C(C4)OC)O)C)C)O)OC)C)C)C)OC. Synergy scores: CSS=50.8, Synergy_ZIP=1.10, Synergy_Bliss=0.559, Synergy_Loewe=4.38, Synergy_HSA=5.84. Drug 1: C1=CC(=CC=C1CCC2=CNC3=C2C(=O)NC(=N3)N)C(=O)NC(CCC(=O)O)C(=O)O. (5) Cell line: SK-OV-3. Drug 2: COCCOC1=C(C=C2C(=C1)C(=NC=N2)NC3=CC=CC(=C3)C#C)OCCOC.Cl. Synergy scores: CSS=11.8, Synergy_ZIP=-3.06, Synergy_Bliss=-1.80, Synergy_Loewe=-2.58, Synergy_HSA=-0.946. Drug 1: C1=NC2=C(N=C(N=C2N1C3C(C(C(O3)CO)O)O)F)N. (6) Drug 1: C1=NC2=C(N1)C(=S)N=C(N2)N. Drug 2: CC1=C(C(=O)C2=C(C1=O)N3CC4C(C3(C2COC(=O)N)OC)N4)N. Cell line: HS 578T. Synergy scores: CSS=30.1, Synergy_ZIP=4.58, Synergy_Bliss=4.70, Synergy_Loewe=1.02, Synergy_HSA=5.47. (7) Drug 1: CCCCCOC(=O)NC1=NC(=O)N(C=C1F)C2C(C(C(O2)C)O)O. Drug 2: CC=C1C(=O)NC(C(=O)OC2CC(=O)NC(C(=O)NC(CSSCCC=C2)C(=O)N1)C(C)C)C(C)C. Cell line: HCT-15. Synergy scores: CSS=-2.60, Synergy_ZIP=2.68, Synergy_Bliss=2.43, Synergy_Loewe=-2.10, Synergy_HSA=-2.67. (8) Drug 1: CC1C(C(CC(O1)OC2CC(OC(C2O)C)OC3=CC4=CC5=C(C(=O)C(C(C5)C(C(=O)C(C(C)O)O)OC)OC6CC(C(C(O6)C)O)OC7CC(C(C(O7)C)O)OC8CC(C(C(O8)C)O)(C)O)C(=C4C(=C3C)O)O)O)O. Drug 2: C1CCC(C(C1)N)N.C(=O)(C(=O)[O-])[O-].[Pt+4]. Cell line: BT-549. Synergy scores: CSS=26.8, Synergy_ZIP=-4.53, Synergy_Bliss=0.109, Synergy_Loewe=-2.03, Synergy_HSA=-0.599.